Task: Predict the reaction yield, written as a fraction of the theoretical maximum amount of product (1.0 means a 100% yield; for example, 0.34 means a 34% yield).. Dataset: Reaction yield outcomes from USPTO patents with 853,638 reactions (1) The reactants are I[C:2]1[CH:3]=[C:4]([CH:15]=[CH:16][CH:17]=1)/[CH:5]=[CH:6]/[C:7]1[C:12]([CH3:13])=[CH:11][CH:10]=[CH:9][C:8]=1[CH3:14].[CH3:18][CH2:19][N:20](CC)CC.C(OC)(=O)C[SH:27]. The catalyst is CN1C(=O)CCC1.O.C1C=CC(/C=C/C(/C=C/C2C=CC=CC=2)=O)=CC=1.C1C=CC(/C=C/C(/C=C/C2C=CC=CC=2)=O)=CC=1.C1C=CC(/C=C/C(/C=C/C2C=CC=CC=2)=O)=CC=1.[Pd].[Pd].C1(P(C2C=CC=CC=2)[C-]2C=CC=C2)C=CC=CC=1.[C-]1(P(C2C=CC=CC=2)C2C=CC=CC=2)C=CC=C1.[Fe+2]. The product is [CH3:14][C:8]1[CH:9]=[CH:10][CH:11]=[C:12]([CH3:13])[C:7]=1/[CH:6]=[CH:5]/[C:4]1[CH:3]=[C:2]([S:27][CH2:18][CH2:19][NH2:20])[CH:17]=[CH:16][CH:15]=1. The yield is 0.920. (2) The reactants are [F:1][C:2]1[CH:7]=[CH:6][C:5]([F:8])=[CH:4][C:3]=1[C@H:9]1[CH2:13][CH2:12][CH2:11][N:10]1[C:14]1[CH:19]=[CH:18][N:17]2[N:20]=[CH:21][C:22]([NH2:23])=[C:16]2[N:15]=1.C1N=CN([C:29](N2C=NC=C2)=[O:30])C=1.[CH:36]([N:39]1[CH2:44][CH2:43][NH:42][CH2:41][CH2:40]1)([CH3:38])[CH3:37]. The catalyst is C(Cl)Cl. The product is [F:1][C:2]1[CH:7]=[CH:6][C:5]([F:8])=[CH:4][C:3]=1[C@H:9]1[CH2:13][CH2:12][CH2:11][N:10]1[C:14]1[CH:19]=[CH:18][N:17]2[N:20]=[CH:21][C:22]([NH:23][C:29]([N:42]3[CH2:43][CH2:44][N:39]([CH:36]([CH3:38])[CH3:37])[CH2:40][CH2:41]3)=[O:30])=[C:16]2[N:15]=1. The yield is 0.900. (3) The reactants are [CH2:1]1[C:10]2[C:5](=[CH:6][CH:7]=[CH:8][CH:9]=2)[CH2:4][C:3](=[O:11])[NH:2]1.CO[CH:14](OC)[N:15]([CH3:17])[CH3:16]. The catalyst is CN(C)C=O. The product is [CH3:14][N:15](/[CH:17]=[C:4]1/[C:3](=[O:11])[NH:2][CH2:1][C:10]2[C:5]/1=[CH:6][CH:7]=[CH:8][CH:9]=2)[CH3:16]. The yield is 0.470.